From a dataset of Full USPTO retrosynthesis dataset with 1.9M reactions from patents (1976-2016). Predict the reactants needed to synthesize the given product. Given the product [CH3:10][O:11][C:2]1[CH:7]=[C:6]([CH3:8])[N:5]=[C:4]([NH2:9])[CH:3]=1, predict the reactants needed to synthesize it. The reactants are: Cl[C:2]1[CH:7]=[C:6]([CH3:8])[N:5]=[C:4]([NH2:9])[CH:3]=1.[CH3:10][O-:11].[Na+].Cl.